From a dataset of Forward reaction prediction with 1.9M reactions from USPTO patents (1976-2016). Predict the product of the given reaction. (1) Given the reactants C[C@@H]1NCCN(CC2C=CC(NS(C3C=NC(N4CCCCC4)=CC=3)(=O)=O)=CC=2)C1.[CH3:31][C@H:32]1[CH2:37][N:36]([CH2:38][C:39]2[CH:44]=[CH:43][C:42]([NH:45][S:46]([C:49]3[CH:50]=[N:51][C:52]([N:55]4[CH2:60][CH2:59][O:58][CH2:57][CH2:56]4)=[CH:53][CH:54]=3)(=[O:48])=[O:47])=[CH:41][CH:40]=2)[CH2:35][CH2:34][N:33]1C(OC(C)(C)C)=O, predict the reaction product. The product is: [CH3:31][C@@H:32]1[NH:33][CH2:34][CH2:35][N:36]([CH2:38][C:39]2[CH:44]=[CH:43][C:42]([NH:45][S:46]([C:49]3[CH:50]=[N:51][C:52]([N:55]4[CH2:56][CH2:57][O:58][CH2:59][CH2:60]4)=[CH:53][CH:54]=3)(=[O:48])=[O:47])=[CH:41][CH:40]=2)[CH2:37]1. (2) Given the reactants [F:1][C:2]1[C:11]([CH:12]=O)=[C:10]2[C:5]([CH:6]=[CH:7][C:8]([O:14][CH3:15])=[N:9]2)=[CH:4][CH:3]=1.[C:16]([O:20][C:21](=[O:44])[NH:22][C@@H:23]1[CH2:28][CH2:27][C@@H:26]([CH2:29]S(C2N(C3C=CC=CC=3)N=NN=2)(=O)=O)[O:25][CH2:24]1)([CH3:19])([CH3:18])[CH3:17].[Li+].C[Si]([N-][Si](C)(C)C)(C)C.O, predict the reaction product. The product is: [C:16]([O:20][C:21](=[O:44])[NH:22][C@@H:23]1[CH2:28][CH2:27][C@@H:26](/[CH:29]=[CH:12]/[C:11]2[C:2]([F:1])=[CH:3][CH:4]=[C:5]3[C:10]=2[N:9]=[C:8]([O:14][CH3:15])[CH:7]=[CH:6]3)[O:25][CH2:24]1)([CH3:19])([CH3:17])[CH3:18]. (3) Given the reactants [CH:1]1([CH2:4][O:5][C:6]2[N:11]=[CH:10][C:9]([C:12](OCC3CC3)=[O:13])=[C:8]([CH3:19])[CH:7]=2)[CH2:3][CH2:2]1.[H-].[Al+3].[Li+].[H-].[H-].[H-].O.O.O.O.O.O.O.O.O.O.S([O-])([O-])(=O)=O.[Na+].[Na+], predict the reaction product. The product is: [CH:1]1([CH2:4][O:5][C:6]2[N:11]=[CH:10][C:9]([CH2:12][OH:13])=[C:8]([CH3:19])[CH:7]=2)[CH2:2][CH2:3]1. (4) Given the reactants [CH3:1][N:2]1[CH:7]2[CH2:8][CH:9]([OH:11])[CH2:10][CH:3]1[CH:4]1[CH:6]2[O:5]1.C[O:13][C:14](=O)[C:15]([OH:26])([C:21]1[S:22][CH:23]=[CH:24][CH:25]=1)[C:16]1[S:17][CH:18]=[CH:19][CH:20]=1.[H-].[Na+].O, predict the reaction product. The product is: [CH3:1][N:2]1[CH:7]2[CH2:8][CH:9]([O:11][C:14](=[O:13])[C:15]([OH:26])([C:16]3[S:17][CH:18]=[CH:19][CH:20]=3)[C:21]3[S:22][CH:23]=[CH:24][CH:25]=3)[CH2:10][CH:3]1[CH:4]1[CH:6]2[O:5]1.